Dataset: Forward reaction prediction with 1.9M reactions from USPTO patents (1976-2016). Task: Predict the product of the given reaction. (1) Given the reactants [C:1]1([C@H:11]([NH:13][C:14]([CH:16]2[O:21][CH2:20][CH2:19][NH:18][CH2:17]2)=[O:15])[CH3:12])[C:10]2[C:5](=[CH:6][CH:7]=[CH:8][CH:9]=2)[CH:4]=[CH:3][CH:2]=1.[F:22][C:23]1[CH:28]=[CH:27][CH:26]=[C:25](I)[CH:24]=1.C([O-])([O-])=O.[Cs+].[Cs+], predict the reaction product. The product is: [F:22][C:23]1[CH:24]=[C:25]([N:18]2[CH2:19][CH2:20][O:21][CH:16]([C:14]([NH:13][C@@H:11]([C:1]3[C:10]4[C:5](=[CH:6][CH:7]=[CH:8][CH:9]=4)[CH:4]=[CH:3][CH:2]=3)[CH3:12])=[O:15])[CH2:17]2)[CH:26]=[CH:27][CH:28]=1. (2) Given the reactants [C:1]([C:4]1[N:5]=[C:6]2[N:11]=[C:10]([CH3:12])[C:9]([CH2:13][NH:14][C:15](=[O:21])[O:16][C:17]([CH3:20])([CH3:19])[CH3:18])=[C:8]([C:22]3[CH:27]=[CH:26][C:25]([Cl:28])=[CH:24][C:23]=3[Cl:29])[N:7]2[CH:30]=1)(=O)[NH2:2].COC1C=CC(P2(SP(C3C=CC(OC)=CC=3)(=S)S2)=[S:40])=CC=1.O, predict the reaction product. The product is: [C:1]([C:4]1[N:5]=[C:6]2[N:11]=[C:10]([CH3:12])[C:9]([CH2:13][NH:14][C:15](=[O:21])[O:16][C:17]([CH3:20])([CH3:19])[CH3:18])=[C:8]([C:22]3[CH:27]=[CH:26][C:25]([Cl:28])=[CH:24][C:23]=3[Cl:29])[N:7]2[CH:30]=1)(=[S:40])[NH2:2]. (3) Given the reactants [OH-].[Na+].C(OC([O:10][C:11]1[CH:16]=[CH:15][C:14]([C:17]2[C:25]3[C:20](=[CH:21][C:22]([N:26]4[CH2:31][CH2:30][N:29]([C:32]([O:34][C:35]([CH3:38])([CH3:37])[CH3:36])=[O:33])[CH2:28][CH2:27]4)=[CH:23][CH:24]=3)[N:19]([C:39]3[CH:44]=[CH:43][N:42]=[CH:41][CH:40]=3)[CH:18]=2)=[CH:13][CH:12]=1)=O)(C)(C)C.O, predict the reaction product. The product is: [OH:10][C:11]1[CH:12]=[CH:13][C:14]([C:17]2[C:25]3[C:20](=[CH:21][C:22]([N:26]4[CH2:27][CH2:28][N:29]([C:32]([O:34][C:35]([CH3:38])([CH3:37])[CH3:36])=[O:33])[CH2:30][CH2:31]4)=[CH:23][CH:24]=3)[N:19]([C:39]3[CH:40]=[CH:41][N:42]=[CH:43][CH:44]=3)[CH:18]=2)=[CH:15][CH:16]=1. (4) Given the reactants [C:1]1([C:7]2[N:8]=[CH:9][N:10]([C:12]([C:25]3[CH:30]=[CH:29][CH:28]=[CH:27][CH:26]=3)([C:19]3[CH:24]=[CH:23][CH:22]=[CH:21][CH:20]=3)[C:13]3[CH:18]=[CH:17][CH:16]=[CH:15][CH:14]=3)[CH:11]=2)[CH:6]=[CH:5][CH:4]=[CH:3][CH:2]=1.[Li]CCCC.[Si:36]([O:43][C:44]1[C:45]([F:54])=[C:46]([CH:49]=[C:50]([CH2:52][CH3:53])[CH:51]=1)[CH:47]=[O:48])([C:39]([CH3:42])([CH3:41])[CH3:40])([CH3:38])[CH3:37], predict the reaction product. The product is: [Si:36]([O:43][C:44]1[C:45]([F:54])=[C:46]([CH:47]([C:9]2[N:10]([C:12]([C:25]3[CH:26]=[CH:27][CH:28]=[CH:29][CH:30]=3)([C:13]3[CH:18]=[CH:17][CH:16]=[CH:15][CH:14]=3)[C:19]3[CH:20]=[CH:21][CH:22]=[CH:23][CH:24]=3)[CH:11]=[C:7]([C:1]3[CH:6]=[CH:5][CH:4]=[CH:3][CH:2]=3)[N:8]=2)[OH:48])[CH:49]=[C:50]([CH2:52][CH3:53])[CH:51]=1)([C:39]([CH3:40])([CH3:42])[CH3:41])([CH3:38])[CH3:37]. (5) Given the reactants [C:1]([O:5][C:6](=[O:36])[NH:7][C@@H:8]1[CH2:13][CH2:12][CH2:11][N:10]([C:14]2[CH:19]=[C:18]([CH3:20])[N:17]=[C:16]3[N:21]([CH2:25][C:26]4[CH:31]=[CH:30][C:29]([O:32][CH3:33])=[CH:28][C:27]=4[O:34][CH3:35])[C:22](=[O:24])[NH:23][C:15]=23)[CH2:9]1)([CH3:4])([CH3:3])[CH3:2].C(=O)([O-])[O-].[K+].[K+].[C:43]([C:45]1[CH:52]=[CH:51][CH:50]=[CH:49][C:46]=1[CH2:47]Br)#[N:44].O, predict the reaction product. The product is: [C:1]([O:5][C:6](=[O:36])[NH:7][C@@H:8]1[CH2:13][CH2:12][CH2:11][N:10]([C:14]2[CH:19]=[C:18]([CH3:20])[N:17]=[C:16]3[N:21]([CH2:25][C:26]4[CH:31]=[CH:30][C:29]([O:32][CH3:33])=[CH:28][C:27]=4[O:34][CH3:35])[C:22](=[O:24])[N:23]([CH2:47][C:46]4[CH:49]=[CH:50][CH:51]=[CH:52][C:45]=4[C:43]#[N:44])[C:15]=23)[CH2:9]1)([CH3:3])([CH3:4])[CH3:2]. (6) Given the reactants [I:1][C:2]1[CH:3]=[CH:4][C:5](=[O:15])[N:6]([CH:8]2[CH2:13][CH2:12][C:11](=O)[CH2:10][CH2:9]2)[CH:7]=1.[NH:16]1[CH2:19][CH:18]([NH:20][C:21]([CH2:23][NH:24][C:25](=[O:36])[C:26]2[CH:31]=[CH:30][CH:29]=[C:28]([C:32]([F:35])([F:34])[F:33])[CH:27]=2)=[O:22])[CH2:17]1, predict the reaction product. The product is: [I:1][C:2]1[CH:3]=[CH:4][C:5](=[O:15])[N:6]([CH:8]2[CH2:13][CH2:12][CH:11]([N:16]3[CH2:19][CH:18]([NH:20][C:21]([CH2:23][NH:24][C:25](=[O:36])[C:26]4[CH:31]=[CH:30][CH:29]=[C:28]([C:32]([F:35])([F:33])[F:34])[CH:27]=4)=[O:22])[CH2:17]3)[CH2:10][CH2:9]2)[CH:7]=1. (7) Given the reactants [N:1]1[CH:6]=[CH:5][CH:4]=[C:3]([NH:7][C:8]([C:10]2[C:18]3[C:17]4[CH:19]=[CH:20][CH:21]=[CH:22][C:16]=4[O:15][C:14]=3[C:13]([O:23][CH:24]([F:26])F)=[CH:12][CH:11]=2)=[O:9])[CH:2]=1.ClC1C=CC=C(C(OO)=[O:35])C=1, predict the reaction product. The product is: [N:1]1[CH:6]=[CH:5][CH:4]=[C:3]([NH+:7]([O-:35])[C:8]([C:10]2[C:18]3[C:17]4[CH:19]=[CH:20][CH:21]=[CH:22][C:16]=4[O:15][C:14]=3[C:13]([O:23][CH2:24][F:26])=[CH:12][CH:11]=2)=[O:9])[CH:2]=1. (8) The product is: [CH3:30][O:31][C:2]1[C:3]([C:19]#[N:23])=[CH:4][N:5]=[C:6]([O:8][CH2:9][CH2:10][CH2:11][CH:12]2[CH2:17][CH2:16][N:15]([CH3:18])[CH2:14][CH2:13]2)[CH:7]=1. Given the reactants Cl[C:2]1[CH:7]=[C:6]([O:8][CH2:9][CH2:10][CH2:11][CH:12]2[CH2:17][CH2:16][N:15]([CH3:18])[CH2:14][CH2:13]2)[N:5]=[CH:4][C:3]=1[C:19]1[NH:23]C2C=CC(F)=C(C)C=2N=1.[CH3:30][O-:31].[Na+], predict the reaction product.